This data is from Rat liver microsome stability data. The task is: Regression/Classification. Given a drug SMILES string, predict its absorption, distribution, metabolism, or excretion properties. Task type varies by dataset: regression for continuous measurements (e.g., permeability, clearance, half-life) or binary classification for categorical outcomes (e.g., BBB penetration, CYP inhibition). Dataset: rlm. (1) The molecule is O=C(Nc1nc(-c2ccccc2)cs1)c1ccncc1NS(=O)(=O)c1ccccc1Cl. The result is 1 (stable in rat liver microsomes). (2) The compound is O=C(N[C@@H](Cn1ccnc1)c1ccc(Cl)cc1Cl)c1ccc(-c2nnc(-c3ccc(-c4ccccn4)cc3)o2)cc1. The result is 1 (stable in rat liver microsomes). (3) The compound is CNC[C@H](O)CCN1c2ccccc2N(c2ccc(F)c(F)c2)S1(=O)=O. The result is 0 (unstable in rat liver microsomes). (4) The molecule is Cc1cccc(NC(=O)c2nn(C)c(-c3ccc(Cl)cc3)c2C)n1. The result is 0 (unstable in rat liver microsomes). (5) The molecule is O=C(N[C@@H](Cc1c[nH]c2ccccc12)C(=O)Nc1ccncc1)c1cc(F)ccc1F. The result is 1 (stable in rat liver microsomes).